Dataset: Catalyst prediction with 721,799 reactions and 888 catalyst types from USPTO. Task: Predict which catalyst facilitates the given reaction. (1) Reactant: [F:1][C:2]([F:23])([F:22])[C:3]1[CH:4]=[C:5]([C:9]2[CH:14]=[C:13]([C:15]([F:18])([F:17])[F:16])[N:12]3[N:19]=[CH:20][CH:21]=[C:11]3[N:10]=2)[CH:6]=[CH:7][CH:8]=1.C([O-])(=O)C.[Na+].[I:29]Cl. Product: [I:29][C:21]1[CH:20]=[N:19][N:12]2[C:13]([C:15]([F:18])([F:17])[F:16])=[CH:14][C:9]([C:5]3[CH:6]=[CH:7][CH:8]=[C:3]([C:2]([F:1])([F:22])[F:23])[CH:4]=3)=[N:10][C:11]=12. The catalyst class is: 86. (2) Reactant: Cl[C:2]1[N:3]=[N:4][CH:5]=[C:6]([Cl:9])[C:7]=1[NH2:8].[CH:10]1([NH2:15])[CH2:14][CH2:13][CH2:12][CH2:11]1. Product: [Cl:9][C:6]1[C:7]([NH2:8])=[C:2]([NH:15][CH:10]2[CH2:14][CH2:13][CH2:12][CH2:11]2)[N:3]=[N:4][CH:5]=1. The catalyst class is: 6. (3) Reactant: C([N:8](C(O)=O)[C@H:9]([C:22]1[N:23]=[C:24]([C:27]2[CH:32]=[CH:31][C:30]([OH:33])=[CH:29][CH:28]=2)[S:25][CH:26]=1)[CH2:10][CH2:11][CH2:12][CH2:13][NH:14][C:15](=[O:21])[O:16][C:17]([CH3:20])([CH3:19])[CH3:18])C1C=CC=CC=1.Cl.[CH3:38][N:39]([CH2:41][CH2:42]Cl)[CH3:40].C(=O)([O-])[O-].[K+].[K+]. Product: [NH2:8][C@H:9]([C:22]1[N:23]=[C:24]([C:27]2[CH:32]=[CH:31][C:30]([O:33][CH2:42][CH2:41][N:39]([CH3:40])[CH3:38])=[CH:29][CH:28]=2)[S:25][CH:26]=1)[CH2:10][CH2:11][CH2:12][CH2:13][NH:14][C:15](=[O:21])[O:16][C:17]([CH3:20])([CH3:19])[CH3:18]. The catalyst class is: 21. (4) Reactant: [C:1]([O:5][C:6]([N:8]1[C:12]([CH3:13])=[CH:11][C:10]([N:14]([C:38]([O:40][C:41]([CH3:44])([CH3:43])[CH3:42])=[O:39])[C:15]2[C:24]3[C:19](=[CH:20][C:21]([C:25](C)(C)[O:26][SiH2]C(C)(C)C)=[CH:22][CH:23]=3)[C:18](=[O:34])[N:17]([CH:35]([CH3:37])[CH3:36])[N:16]=2)=[N:9]1)=[O:7])([CH3:4])([CH3:3])[CH3:2].[F-].C([N+](CCCC)(CCCC)CCCC)CCC. Product: [C:1]([O:5][C:6]([N:8]1[C:12]([CH3:13])=[CH:11][C:10]([N:14]([C:38]([O:40][C:41]([CH3:43])([CH3:42])[CH3:44])=[O:39])[C:15]2[C:24]3[C:19](=[CH:20][C:21]([CH2:25][OH:26])=[CH:22][CH:23]=3)[C:18](=[O:34])[N:17]([CH:35]([CH3:36])[CH3:37])[N:16]=2)=[N:9]1)=[O:7])([CH3:4])([CH3:2])[CH3:3]. The catalyst class is: 7. (5) Reactant: [H-].[Na+].[NH:3]1[C:7]2=[N:8][CH:9]=[CH:10][CH:11]=[C:6]2[CH:5]=[CH:4]1.Cl[C:13]1[C:22]2[C:17](=[CH:18][CH:19]=[CH:20][CH:21]=2)[CH:16]=[CH:15][N:14]=1. Product: [C:13]1([N:3]2[C:7]3=[N:8][CH:9]=[CH:10][CH:11]=[C:6]3[CH:5]=[CH:4]2)[C:22]2[C:17](=[CH:18][CH:19]=[CH:20][CH:21]=2)[CH:16]=[CH:15][N:14]=1. The catalyst class is: 9. (6) Reactant: [OH:1][C:2]1[C:7]2[C@@:8]3([OH:46])[C@@:21]([O:25][CH3:26])([C@H:22]([OH:24])[CH2:23][C:6]=2[CH:5]=[C:4]([CH3:47])[C:3]=1[C:48]([O:50][CH3:51])=[O:49])[C:20](=[O:27])[C:19]1[C:10](=[CH:11][C:12]2[C:13](=[O:44])[C:14]([NH:30][C@@H:31]4[C@H:36]([O:37][CH3:38])[C:35](=[N:39][OH:40])[C@@H:34]([O:41][CH3:42])[C@H:33]([CH3:43])[O:32]4)=[CH:15][C:16](=[O:29])[C:17]=2[C:18]=1[OH:28])[C:9]3=[O:45].[N:52]1C=CC=[CH:54][CH:53]=1. Product: [NH2:52][CH2:53][CH2:54][O:40]/[N:39]=[C:35]1\[C@@H:36]([O:37][CH3:38])[C@@H:31]([NH:30][C:14]2[C:13](=[O:44])[C:12]3[CH:11]=[C:10]4[C:19]([C:20](=[O:27])[C@@:21]5([O:25][CH3:26])[C@@:8]([OH:46])([C:9]4=[O:45])[C:7]4[C:2]([OH:1])=[C:3]([C:48]([O:50][CH3:51])=[O:49])[C:4]([CH3:47])=[CH:5][C:6]=4[CH2:23][C@H:22]5[OH:24])=[C:18]([OH:28])[C:17]=3[C:16](=[O:29])[CH:15]=2)[O:32][C@@H:33]([CH3:43])[C@@H:34]\1[O:41][CH3:42]. The catalyst class is: 5. (7) Reactant: C1(P(C2CCCCC2)C2C=CC=CC=2C2C(C(C)C)=CC(C(C)C)=CC=2C(C)C)CCCCC1.O1CCN(C2C(N)=CC(N3CCOCC3)=CN=2)CC1.[O:54]1[CH2:59][CH2:58][N:57]([C:60]2[CH:66]=[CH:65][C:64]([N:67]3[CH2:72][CH2:71][O:70][CH2:69][CH2:68]3)=[CH:63][C:61]=2[NH2:62])[CH2:56][CH2:55]1.Cl[C:74]1[C:83]2[C:78](=[C:79]([CH3:85])[CH:80]=[CH:81][C:82]=2[F:84])[N:77]=[C:76]([C:86]2[CH:91]=[CH:90][CH:89]=[CH:88][N:87]=2)[C:75]=1[CH3:92].CC(C)([O-])C.[Na+]. Product: [N:57]1([C:60]2[CH:66]=[CH:65][C:64]([N:67]3[CH2:68][CH2:69][O:70][CH2:71][CH2:72]3)=[CH:63][C:61]=2[NH:62][C:74]2[C:83]3[C:78](=[C:79]([CH3:85])[CH:80]=[CH:81][C:82]=3[F:84])[N:77]=[C:76]([C:86]3[CH:91]=[CH:90][CH:89]=[CH:88][N:87]=3)[C:75]=2[CH3:92])[CH2:58][CH2:59][O:54][CH2:55][CH2:56]1. The catalyst class is: 882. (8) Reactant: [CH:1]1([CH2:4][N:5]2[CH2:14][CH2:13][C:12]3[C:11]([NH2:15])=[CH:10][CH:9]=[CH:8][C:7]=3[CH:6]2[CH3:16])[CH2:3][CH2:2]1.O.[C:18]([OH:22])(=[O:21])[CH:19]=O.[BH3-]C#N.[Na+].O. Product: [CH:1]1([CH2:4][N:5]2[CH2:14][CH2:13][C:12]3[C:7](=[CH:8][CH:9]=[CH:10][C:11]=3[NH:15][CH2:19][C:18]([OH:22])=[O:21])[CH:6]2[CH3:16])[CH2:2][CH2:3]1. The catalyst class is: 5. (9) Reactant: [CH2:1]([O:3][C:4]1[CH:9]=[CH:8][C:7]([C:10](=[O:17])[CH2:11][CH2:12][C:13]([O:15][CH3:16])=[O:14])=[CH:6][CH:5]=1)[CH3:2].[CH:18](OC)(OC)[O:19]C.O.[C:26]1(C)C=CC(S(O)(=O)=O)=CC=1.C(=O)([O-])O.[Na+]. Product: [CH2:1]([O:3][C:4]1[CH:5]=[CH:6][C:7]([C:10]([O:19][CH3:18])([O:17][CH3:26])[CH2:11][CH2:12][C:13]([O:15][CH3:16])=[O:14])=[CH:8][CH:9]=1)[CH3:2]. The catalyst class is: 5. (10) Reactant: [O:1]1[CH:5]=[CH:4][C:3]([C:6]2[CH:11]=[CH:10][C:9]([N+:12]([O-])=O)=[CH:8][CH:7]=2)=[CH:2]1. Product: [O:1]1[CH:5]=[CH:4][C:3]([C:6]2[CH:11]=[CH:10][C:9]([NH2:12])=[CH:8][CH:7]=2)=[CH:2]1. The catalyst class is: 19.